This data is from Full USPTO retrosynthesis dataset with 1.9M reactions from patents (1976-2016). The task is: Predict the reactants needed to synthesize the given product. (1) Given the product [CH3:37][O:36][C:34]1[CH:33]=[CH:32][C:31]2[N:30]([N:29]=[C:28]([C:38]3[CH:43]=[CH:42][CH:41]=[CH:40][CH:39]=3)[C:27]=2[CH2:16][C:17]2[N:22]=[C:21]([C:23]([O:25][CH3:26])=[O:24])[CH:20]=[CH:19][CH:18]=2)[CH:35]=1, predict the reactants needed to synthesize it. The reactants are: C([SiH](CC)CC)C.FC(F)(F)C(O)=O.O[CH:16]([C:27]1[C:28]([C:38]2[CH:43]=[CH:42][CH:41]=[CH:40][CH:39]=2)=[N:29][N:30]2[CH:35]=[C:34]([O:36][CH3:37])[CH:33]=[CH:32][C:31]=12)[C:17]1[N:22]=[C:21]([C:23]([O:25][CH3:26])=[O:24])[CH:20]=[CH:19][CH:18]=1.C(=O)(O)[O-].[Na+]. (2) The reactants are: [ClH:1].N[C:3]1[C:4]2[CH2:11][CH2:10][CH2:9][C:8](=[O:12])[C:5]=2[S:6][CH:7]=1.Cl.CC(OCC1C2C(=CC=CC=2)C(COC(C)=O)=C2C=1C=CC=C2)=O.[S:38](=[O:42])(=O)(O)[OH:39].N([O-])=O.[Na+].S(=O)(O)O. Given the product [O:12]=[C:8]1[C:5]2[S:6][CH:7]=[C:3]([S:38]([Cl:1])(=[O:42])=[O:39])[C:4]=2[CH2:11][CH2:10][CH2:9]1, predict the reactants needed to synthesize it. (3) Given the product [Cl:1][C:2]1[CH:3]=[N:4][CH:5]=[C:6]([Cl:20])[C:7]=1[S:8][C:9]1[S:13][C:12]([C:14]([NH:28][CH2:27][C:23]2[CH:22]=[N:21][CH:26]=[CH:25][CH:24]=2)=[O:15])=[CH:11][C:10]=1[N+:17]([O-:19])=[O:18], predict the reactants needed to synthesize it. The reactants are: [Cl:1][C:2]1[CH:3]=[N:4][CH:5]=[C:6]([Cl:20])[C:7]=1[S:8][C:9]1[S:13][C:12]([C:14](Cl)=[O:15])=[CH:11][C:10]=1[N+:17]([O-:19])=[O:18].[N:21]1[CH:26]=[CH:25][CH:24]=[C:23]([CH2:27][NH2:28])[CH:22]=1. (4) Given the product [Cl:18][C:7]1[CH:8]=[C:9]([CH2:13][C:14]([OH:16])=[O:15])[CH:10]=[C:11]([Cl:12])[C:6]=1[O:5][C:4]1[CH:19]=[CH:20][C:21]2[N:22]=[C:23]([CH2:24][CH:25]([CH3:27])[CH3:26])[O:28][C:2]=2[CH:3]=1, predict the reactants needed to synthesize it. The reactants are: Br[C:2]1[CH:3]=[C:4]([CH:19]=[CH:20][C:21]=1[NH:22][C:23](=[O:28])[CH2:24][CH:25]([CH3:27])[CH3:26])[O:5][C:6]1[C:11]([Cl:12])=[CH:10][C:9]([CH2:13][C:14]([O:16]C)=[O:15])=[CH:8][C:7]=1[Cl:18].C(N)(C)C.C(=O)([O-])[O-].[K+].[K+].N1CCC[C@H]1C(O)=O. (5) Given the product [Cl:1][C:2]1[C:3]([C:15]([NH2:17])=[O:16])=[N:4][N:5]([C:8]2[CH:13]=[C:12]([C:27]#[C:26][C@@:24]([OH:28])([C:21]3[CH:20]=[C:19]([CH3:18])[O:23][N:22]=3)[CH3:25])[CH:11]=[CH:10][N:9]=2)[C:6]=1[CH3:7], predict the reactants needed to synthesize it. The reactants are: [Cl:1][C:2]1[C:3]([C:15]([NH2:17])=[O:16])=[N:4][N:5]([C:8]2[CH:13]=[C:12](I)[CH:11]=[CH:10][N:9]=2)[C:6]=1[CH3:7].[CH3:18][C:19]1[O:23][N:22]=[C:21]([C@:24]([OH:28])([C:26]#[CH:27])[CH3:25])[CH:20]=1.